From a dataset of Forward reaction prediction with 1.9M reactions from USPTO patents (1976-2016). Predict the product of the given reaction. Given the reactants C(OC1C=CN(CC(C2C=CC(CO)=CC=2)=O)C(=O)C=1)C1C=CC=CC=1.[CH2:27]([O:34][C:35]1[CH:40]=[N:39][NH:38][C:37](=[O:41])[CH:36]=1)[C:28]1[CH:33]=[CH:32][CH:31]=[CH:30][CH:29]=1.Cl[CH2:43][C:44]([C:46]1[CH:55]=[C:54]2[C:49]([CH2:50][CH2:51][N:52]([C:56](=[O:61])[C:57]([F:60])([F:59])[F:58])[CH2:53]2)=[CH:48][CH:47]=1)=[O:45], predict the reaction product. The product is: [CH2:27]([O:34][C:35]1[CH:40]=[N:39][N:38]([CH2:43][C:44](=[O:45])[C:46]2[CH:55]=[C:54]3[C:49]([CH2:50][CH2:51][N:52]([C:56](=[O:61])[C:57]([F:60])([F:58])[F:59])[CH2:53]3)=[CH:48][CH:47]=2)[C:37](=[O:41])[CH:36]=1)[C:28]1[CH:33]=[CH:32][CH:31]=[CH:30][CH:29]=1.